From a dataset of Forward reaction prediction with 1.9M reactions from USPTO patents (1976-2016). Predict the product of the given reaction. Given the reactants Br[C:2]1[CH:14]=[CH:13][C:5]([C:6]([NH:8][CH2:9][C@H:10]([OH:12])[CH3:11])=[O:7])=[C:4]([F:15])[CH:3]=1.[Cl:16][C:17]1[C:18]([C:24]2[N:25]([CH:30]([CH3:32])[CH3:31])[C:26]([CH3:29])=[N:27][CH:28]=2)=[N:19][C:20]([NH2:23])=[N:21][CH:22]=1, predict the reaction product. The product is: [Cl:16][C:17]1[C:18]([C:24]2[N:25]([CH:30]([CH3:32])[CH3:31])[C:26]([CH3:29])=[N:27][CH:28]=2)=[N:19][C:20]([NH:23][C:2]2[CH:14]=[CH:13][C:5]([C:6]([NH:8][CH2:9][C@H:10]([OH:12])[CH3:11])=[O:7])=[C:4]([F:15])[CH:3]=2)=[N:21][CH:22]=1.